From a dataset of Peptide-MHC class I binding affinity with 185,985 pairs from IEDB/IMGT. Regression. Given a peptide amino acid sequence and an MHC pseudo amino acid sequence, predict their binding affinity value. This is MHC class I binding data. (1) The peptide sequence is GQFLSFASL. The MHC is HLA-B15:01 with pseudo-sequence HLA-B15:01. The binding affinity (normalized) is 0.786. (2) The peptide sequence is TIAHINTLI. The MHC is HLA-A02:02 with pseudo-sequence HLA-A02:02. The binding affinity (normalized) is 0.828.